This data is from Catalyst prediction with 721,799 reactions and 888 catalyst types from USPTO. The task is: Predict which catalyst facilitates the given reaction. (1) Reactant: [NH2:1][C:2]1[C:3]2[C:10]([C:11]3[CH:16]=[CH:15][CH:14]=[C:13]([O:17][CH2:18][C:19]4[CH:24]=[CH:23][CH:22]=[CH:21][CH:20]=4)[CH:12]=3)=[CH:9][N:8]([C@@H:25]3[CH2:28][C@H:27]([CH2:29]O)[CH2:26]3)[C:4]=2[N:5]=[CH:6][N:7]=1.C1(P(C2C=CC=CC=2)C2C=CC=CC=2)C=CC=CC=1.[C:50]1(=[O:60])[NH:54][C:53](=[O:55])[C:52]2=[CH:56][CH:57]=[CH:58][CH:59]=[C:51]12.N(C(OCC)=O)=NC(OCC)=O. Product: [NH2:1][C:2]1[C:3]2[C:10]([C:11]3[CH:16]=[CH:15][CH:14]=[C:13]([O:17][CH2:18][C:19]4[CH:20]=[CH:21][CH:22]=[CH:23][CH:24]=4)[CH:12]=3)=[CH:9][N:8]([C@@H:25]3[CH2:26][C@H:27]([CH2:29][N:54]4[C:50](=[O:60])[C:51]5[C:52](=[CH:56][CH:57]=[CH:58][CH:59]=5)[C:53]4=[O:55])[CH2:28]3)[C:4]=2[N:5]=[CH:6][N:7]=1. The catalyst class is: 1. (2) Reactant: [F:1][C:2]([F:28])([F:27])[C:3]1[CH:8]=[CH:7][N:6]=[C:5]([CH2:9][O:10][CH2:11][C:12]([N:14]2[CH2:18][CH2:17][C@H:16]([NH:19]C(=O)OC(C)(C)C)[CH2:15]2)=[O:13])[CH:4]=1.Cl. Product: [F:28][C:2]([F:1])([F:27])[C:3]1[CH:8]=[CH:7][N:6]=[C:5]([CH2:9][O:10][CH2:11][C:12]([N:14]2[CH2:18][CH2:17][CH:16]([NH2:19])[CH2:15]2)=[O:13])[CH:4]=1. The catalyst class is: 71. (3) Reactant: [CH2:1]([N:3]1[CH:7]=[C:6]([C:8]([OH:10])=O)[C:5]([CH3:11])=[N:4]1)[CH3:2].O1CCCC1.S(Cl)(Cl)=O.[NH2:21][C:22]1[CH:23]=[C:24]([CH:41]=[CH:42][C:43]=1[CH3:44])[O:25][C:26]1[CH:27]=[CH:28][C:29]2[N:30]([N:32]=[C:33]([NH:35][C:36]([CH:38]3[CH2:40][CH2:39]3)=[O:37])[N:34]=2)[CH:31]=1. Product: [CH:38]1([C:36]([NH:35][C:33]2[N:34]=[C:29]3[CH:28]=[CH:27][C:26]([O:25][C:24]4[CH:41]=[CH:42][C:43]([CH3:44])=[C:22]([NH:21][C:8]([C:6]5[C:5]([CH3:11])=[N:4][N:3]([CH2:1][CH3:2])[CH:7]=5)=[O:10])[CH:23]=4)=[CH:31][N:30]3[N:32]=2)=[O:37])[CH2:39][CH2:40]1. The catalyst class is: 402. (4) Reactant: Cl.[CH3:2][N:3]([CH2:5][C:6]1[CH:13]=[CH:12][C:9]([CH:10]=O)=[CH:8][CH:7]=1)[CH3:4].[O:14]1[C:18](/[CH:19]=[CH:20]/[C:21]2[CH:26]=[CH:25][C:24]([NH:27][NH2:28])=[CH:23][CH:22]=2)=[CH:17][N:16]=[CH:15]1. Product: [O:14]1[C:18]([CH:19]=[CH:20][C:21]2[CH:26]=[CH:25][C:24]([NH:27]/[N:28]=[CH:10]/[C:9]3[CH:12]=[CH:13][C:6]([CH2:5][N:3]([CH3:4])[CH3:2])=[CH:7][CH:8]=3)=[CH:23][CH:22]=2)=[CH:17][N:16]=[CH:15]1. The catalyst class is: 8. (5) The catalyst class is: 53. Product: [CH3:1][O:2][C:3](=[O:20])[C:4]1[CH:9]=[CH:8][C:7]([B:10]2[O:11][C:12]([CH3:18])([CH3:17])[C:13]([CH3:15])([CH3:16])[O:14]2)=[C:6]([CH2:19][Br:28])[CH:5]=1. Reactant: [CH3:1][O:2][C:3](=[O:20])[C:4]1[CH:9]=[CH:8][C:7]([B:10]2[O:14][C:13]([CH3:16])([CH3:15])[C:12]([CH3:18])([CH3:17])[O:11]2)=[C:6]([CH3:19])[CH:5]=1.C1C(=O)N([Br:28])C(=O)C1.CC(N=NC(C#N)(C)C)(C#N)C. (6) Reactant: Br[C:2]1[CH:7]=[CH:6][C:5]([O:8][CH2:9][C:10]2[CH:15]=[CH:14][CH:13]=[CH:12][C:11]=2[F:16])=[CH:4][N:3]=1.C(=O)(O)[O-].[Na+].[CH3:22][N:23](C=O)C. The catalyst class is: 267. Product: [F:16][C:11]1[CH:12]=[CH:13][CH:14]=[CH:15][C:10]=1[CH2:9][O:8][C:5]1[CH:6]=[CH:7][C:2]([C:22]#[N:23])=[N:3][CH:4]=1. (7) Reactant: Br[CH2:2][C:3]1[C:8]2[CH:9]=[CH:10][C:11]([O:13][C:14](=[O:18])[N:15]([CH3:17])[CH3:16])=[CH:12][C:7]=2[O:6][C:5](=[O:19])[C:4]=1[CH2:20][C:21]1[CH:26]=[CH:25][CH:24]=[C:23]([N+:27]([O-:29])=[O:28])[C:22]=1[F:30].[F-:31].[K+].C1OCCOCCOCCOCCOCCOC1.Cl. Product: [F:31][CH2:2][C:3]1[C:8]2[CH:9]=[CH:10][C:11]([O:13][C:14](=[O:18])[N:15]([CH3:17])[CH3:16])=[CH:12][C:7]=2[O:6][C:5](=[O:19])[C:4]=1[CH2:20][C:21]1[CH:26]=[CH:25][CH:24]=[C:23]([N+:27]([O-:29])=[O:28])[C:22]=1[F:30]. The catalyst class is: 10. (8) Reactant: [NH2:1][CH2:2][C:3]1[CH:8]=[CH:7][C:6]([S:9]([NH:12][C:13]2[CH:18]=[CH:17][C:16]([O:19][CH2:20][CH2:21][N:22]([CH2:25][CH3:26])[CH2:23][CH3:24])=[CH:15][CH:14]=2)(=[O:11])=[O:10])=[CH:5][CH:4]=1.C(N(C(C)C)CC)(C)C.Cl[C:37]1[N:42]=[CH:41][CH:40]=[CH:39][N:38]=1. Product: [CH2:23]([N:22]([CH2:25][CH3:26])[CH2:21][CH2:20][O:19][C:16]1[CH:17]=[CH:18][C:13]([NH:12][S:9]([C:6]2[CH:7]=[CH:8][C:3]([CH2:2][NH:1][C:37]3[N:42]=[CH:41][CH:40]=[CH:39][N:38]=3)=[CH:4][CH:5]=2)(=[O:11])=[O:10])=[CH:14][CH:15]=1)[CH3:24]. The catalyst class is: 9.